This data is from Retrosynthesis with 50K atom-mapped reactions and 10 reaction types from USPTO. The task is: Predict the reactants needed to synthesize the given product. (1) The reactants are: CC(C)(C)OC(=O)Nc1ccccc1B1OC(C)(C)C(C)(C)O1.Nc1ncc(Br)cc1C(=O)Nc1ccncc1. Given the product CC(C)(C)OC(=O)Nc1ccccc1-c1cnc(N)c(C(=O)Nc2ccncc2)c1, predict the reactants needed to synthesize it. (2) Given the product c1cc2cc(NC3CCNCC3)ccc2cn1, predict the reactants needed to synthesize it. The reactants are: CC(C)(C)OC(=O)N1CCC(Nc2ccc3cnccc3c2)CC1. (3) The reactants are: CC(C)(C)OC(=O)NC1CCNCC1.Oc1ccccc1-c1nc(Cl)c2ccccc2n1. Given the product CC(C)(C)OC(=O)NC1CCN(c2nc(-c3ccccc3O)nc3ccccc23)CC1, predict the reactants needed to synthesize it. (4) Given the product COCCCOc1cc(C(=O)N(C[C@@H]2CN(C(=O)OC(C)(C)C)C[C@H]2C(C)(C)O[SiH2]C(C)(C)C)C(C)C)ccc1OC, predict the reactants needed to synthesize it. The reactants are: CC(C)NC[C@@H]1CN(C(=O)OC(C)(C)C)C[C@H]1C(C)(C)O[SiH2]C(C)(C)C.COCCCOc1cc(C(=O)O)ccc1OC. (5) Given the product Cc1ccc(S(=O)(=O)OCC2Oc3cc(Cl)cc(-c4cc(F)ccc4F)c3O2)cc1, predict the reactants needed to synthesize it. The reactants are: Cc1ccc(S(=O)(=O)OCC2Oc3cc(Cl)cc(Br)c3O2)cc1.OB(O)c1cc(F)ccc1F. (6) Given the product CC(C)(C)c1nc(N2CCOC(CO)C2)c2nnn(Cc3ccccc3Cl)c2n1, predict the reactants needed to synthesize it. The reactants are: CC(C)(C)c1nc(N2CCOCC2)c2nnn(Cc3ccccc3Cl)c2n1.OCC1CNCCO1. (7) Given the product CC(C)(C)c1cc(NC(=O)CCCCl)cc(C(C)(C)C)c1O, predict the reactants needed to synthesize it. The reactants are: CC(C)(C)c1cc(N)cc(C(C)(C)C)c1O.O=C(Cl)CCCCl. (8) Given the product CCOC(=O)COc1c(C(=O)OC)sc(Br)c1C, predict the reactants needed to synthesize it. The reactants are: CCOC(=O)CBr.COC(=O)c1sc(Br)c(C)c1O.